From a dataset of Reaction yield outcomes from USPTO patents with 853,638 reactions. Predict the reaction yield, written as a fraction of the theoretical maximum amount of product (1.0 means a 100% yield; for example, 0.34 means a 34% yield). (1) The reactants are [C:1]([O:5][C:6]([NH:8][CH2:9][C:10]1[N:11]([CH2:30][CH:31]([CH3:33])[CH3:32])[C:12](=[O:29])[C:13]2[C:18]([C:19]=1[C:20]1[CH:25]=[CH:24][CH:23]=[CH:22][CH:21]=1)=[CH:17][C:16]([C:26](O)=[O:27])=[CH:15][CH:14]=2)=[O:7])([CH3:4])([CH3:3])[CH3:2].CN1CCOCC1.ClC(OCC)=O.[BH4-].[Na+]. The catalyst is O1CCCC1.O.CO. The product is [OH:27][CH2:26][C:16]1[CH:17]=[C:18]2[C:13](=[CH:14][CH:15]=1)[C:12](=[O:29])[N:11]([CH2:30][CH:31]([CH3:33])[CH3:32])[C:10]([CH2:9][NH:8][C:6](=[O:7])[O:5][C:1]([CH3:4])([CH3:2])[CH3:3])=[C:19]2[C:20]1[CH:21]=[CH:22][CH:23]=[CH:24][CH:25]=1. The yield is 0.774. (2) The reactants are [Cl:1][C:2]1[CH:3]=[CH:4][C:5]([O:25][CH:26]([F:28])[F:27])=[C:6]([C:8]2[C:12]([NH:13][C:14]([C:16]3[CH:17]=[N:18][N:19]4[CH:24]=[CH:23][CH:22]=[N:21][C:20]=34)=[O:15])=[CH:11][NH:10][N:9]=2)[CH:7]=1.C([O-])([O-])=O.[Cs+].[Cs+].[Br:35][CH2:36][CH2:37]Br. The catalyst is O1CCCC1. The product is [Br:35][CH2:36][CH2:37][N:10]1[CH:11]=[C:12]([NH:13][C:14]([C:16]2[CH:17]=[N:18][N:19]3[CH:24]=[CH:23][CH:22]=[N:21][C:20]=23)=[O:15])[C:8]([C:6]2[CH:7]=[C:2]([Cl:1])[CH:3]=[CH:4][C:5]=2[O:25][CH:26]([F:28])[F:27])=[N:9]1. The yield is 0.580.